Dataset: Peptide-MHC class II binding affinity with 134,281 pairs from IEDB. Task: Regression. Given a peptide amino acid sequence and an MHC pseudo amino acid sequence, predict their binding affinity value. This is MHC class II binding data. (1) The peptide sequence is CSEQEVNRVLNYRWV. The MHC is DRB1_0101 with pseudo-sequence DRB1_0101. The binding affinity (normalized) is 0.409. (2) The peptide sequence is LLDILDTAGLEEYSAMRD. The MHC is HLA-DPA10201-DPB10501 with pseudo-sequence HLA-DPA10201-DPB10501. The binding affinity (normalized) is 0.416. (3) The peptide sequence is NTSYRLISCNTSVI. The MHC is HLA-DQA10102-DQB10602 with pseudo-sequence HLA-DQA10102-DQB10602. The binding affinity (normalized) is 0.399. (4) The peptide sequence is AFILDGDNLIPKV. The MHC is HLA-DQA10501-DQB10201 with pseudo-sequence HLA-DQA10501-DQB10201. The binding affinity (normalized) is 0.663. (5) The peptide sequence is NANPDCKTILKALGPAA. The MHC is DRB1_1302 with pseudo-sequence DRB1_1302. The binding affinity (normalized) is 0.0306. (6) The peptide sequence is KTMAVCTNAKVTAKG. The MHC is HLA-DQA10501-DQB10301 with pseudo-sequence HLA-DQA10501-DQB10301. The binding affinity (normalized) is 0.373. (7) The peptide sequence is KSKYKLATSVLAGLL. The MHC is DRB1_0405 with pseudo-sequence DRB1_0405. The binding affinity (normalized) is 0.644.